Dataset: Reaction yield outcomes from USPTO patents with 853,638 reactions. Task: Predict the reaction yield, written as a fraction of the theoretical maximum amount of product (1.0 means a 100% yield; for example, 0.34 means a 34% yield). (1) The reactants are C(N[C:6]([C:8]1[S:12][C:11]2[CH2:13][C:14]([CH3:17])([CH3:16])[CH2:15][C:10]=2[C:9]=1[CH:18]=[N:19][NH2:20])=[O:7])(C)(C)C. The catalyst is OS(O)(=O)=O. The product is [CH3:17][C:14]1([CH3:16])[CH2:13][C:11]2[S:12][C:8]3[C:6](=[O:7])[NH:20][N:19]=[CH:18][C:9]=3[C:10]=2[CH2:15]1. The yield is 0.600. (2) The reactants are [C:1]1([C:17]2[CH:22]=[CH:21][CH:20]=[CH:19][CH:18]=2)[CH:6]=[CH:5][CH:4]=[C:3]([NH:7][C:8]2[C:9]([NH2:16])=[C:10]([CH:13]=[CH:14][CH:15]=2)[C:11]#[N:12])[CH:2]=1.[CH:23](OCC)(OCC)OCC.Cl. No catalyst specified. The product is [C:1]1([C:17]2[CH:18]=[CH:19][CH:20]=[CH:21][CH:22]=2)[CH:6]=[CH:5][CH:4]=[C:3]([N:7]2[C:8]3[CH:15]=[CH:14][CH:13]=[C:10]([C:11]#[N:12])[C:9]=3[N:16]=[CH:23]2)[CH:2]=1. The yield is 0.820. (3) The reactants are [CH2:1]([NH:5][C:6]([C:8]1[C@:9]2([CH2:25][CH2:24][C@H:23]3[C@@H:14]([CH2:15][CH2:16][C:17]4[CH:18]=[C:19]([O:26]C)[CH:20]=[CH:21][C:22]=43)[C@@H:11]2[CH2:12][CH:13]=1)[CH3:10])=[O:7])[CH2:2][CH2:3][CH3:4].B(Br)(Br)Br. The catalyst is C(Cl)Cl. The product is [CH2:1]([NH:5][C:6]([C:8]1[C@:9]2([CH2:25][CH2:24][C@H:23]3[C@@H:14]([CH2:15][CH2:16][C:17]4[CH:18]=[C:19]([OH:26])[CH:20]=[CH:21][C:22]=43)[C@@H:11]2[CH2:12][CH:13]=1)[CH3:10])=[O:7])[CH2:2][CH2:3][CH3:4]. The yield is 0.780. (4) The reactants are [CH2:1]([N:5]1[C:9](=[O:10])[C:8](Cl)=[C:7]([C:12]2[CH:17]=[CH:16][CH:15]=[CH:14][CH:13]=2)[S:6]1(=[O:19])=[O:18])[CH2:2][CH2:3][CH3:4].[CH2:20]([N:27]1[CH2:32][CH2:31][N:30]([C:33]2[CH:38]=[CH:37][C:36]([NH2:39])=[CH:35][CH:34]=2)[CH2:29][CH2:28]1)[C:21]1[CH:26]=[CH:25][CH:24]=[CH:23][CH:22]=1. The catalyst is CC#N. The product is [CH2:20]([N:27]1[CH2:28][CH2:29][N:30]([C:33]2[CH:34]=[CH:35][C:36]([NH:39][C:8]3[C:9](=[O:10])[N:5]([CH2:1][CH2:2][CH2:3][CH3:4])[S:6](=[O:19])(=[O:18])[C:7]=3[C:12]3[CH:17]=[CH:16][CH:15]=[CH:14][CH:13]=3)=[CH:37][CH:38]=2)[CH2:31][CH2:32]1)[C:21]1[CH:22]=[CH:23][CH:24]=[CH:25][CH:26]=1. The yield is 0.780.